From a dataset of Full USPTO retrosynthesis dataset with 1.9M reactions from patents (1976-2016). Predict the reactants needed to synthesize the given product. (1) Given the product [F:22][C:23]1[C:32]2[C:27](=[CH:28][CH:29]=[CH:30][CH:31]=2)[C:26]([C:33]([NH:1][CH:2]([CH2:12][C:13]2[O:14][C:15]([C:18]([F:21])([F:20])[F:19])=[CH:16][CH:17]=2)[CH:3]([C:5]2[CH:10]=[CH:9][C:8]([F:11])=[CH:7][CH:6]=2)[OH:4])=[O:34])=[CH:25][CH:24]=1, predict the reactants needed to synthesize it. The reactants are: [NH2:1][CH:2]([CH2:12][C:13]1[O:14][C:15]([C:18]([F:21])([F:20])[F:19])=[CH:16][CH:17]=1)[CH:3]([C:5]1[CH:10]=[CH:9][C:8]([F:11])=[CH:7][CH:6]=1)[OH:4].[F:22][C:23]1[C:32]2[C:27](=[CH:28][CH:29]=[CH:30][CH:31]=2)[C:26]([C:33](O)=[O:34])=[CH:25][CH:24]=1.Cl.C(N=C=NCCCN(C)C)C.ON1C2C=CC=CC=2N=N1. (2) Given the product [CH2:1]([N:8]1[CH2:11][CH:10]2[C:17](=[O:20])[CH:18]([CH2:13][O:9]2)[CH2:15]1)[C:2]1[CH:7]=[CH:6][CH:5]=[CH:4][CH:3]=1, predict the reactants needed to synthesize it. The reactants are: [CH2:1]([NH2:8])[C:2]1[CH:7]=[CH:6][CH:5]=[CH:4][CH:3]=1.[O:9]1[CH2:13]C[C:11](=O)[CH2:10]1.[CH2:15]=O.[C:17]([OH:20])(=O)[CH3:18]. (3) Given the product [Cl:3][C:13]1[CH:14]=[CH:15][N:10]=[C:11]([C:16]([N:22]([CH:23]([CH3:25])[CH3:24])[CH:19]([CH3:21])[CH3:20])=[O:18])[CH:12]=1, predict the reactants needed to synthesize it. The reactants are: S(Cl)([Cl:3])=O.CN(C)C=O.[N:10]1[CH:15]=[CH:14][CH:13]=[CH:12][C:11]=1[C:16]([OH:18])=O.[CH:19]([NH:22][CH:23]([CH3:25])[CH3:24])([CH3:21])[CH3:20]. (4) Given the product [C:20]1([C@H:18]([NH:17][C@H:14]2[CH2:15][CH2:16][C@H:12]([C:9]3[CH:8]=[CH:7][C:6]([CH2:5][CH2:4][CH2:3][OH:2])=[CH:11][CH:10]=3)[CH2:13]2)[CH3:19])[C:29]2[C:24](=[CH:25][CH:26]=[CH:27][CH:28]=2)[CH:23]=[CH:22][CH:21]=1, predict the reactants needed to synthesize it. The reactants are: C[O:2][C:3](=O)[CH2:4][CH2:5][C:6]1[CH:11]=[CH:10][C:9]([C@H:12]2[CH2:16][CH2:15][C@H:14]([NH:17][C@@H:18]([C:20]3[C:29]4[C:24](=[CH:25][CH:26]=[CH:27][CH:28]=4)[CH:23]=[CH:22][CH:21]=3)[CH3:19])[CH2:13]2)=[CH:8][CH:7]=1.[H-].[H-].[H-].[H-].[Li+].[Al+3]. (5) Given the product [Cl:21][C:22]1[CH:27]=[CH:26][CH:25]=[CH:24][C:23]=1[CH2:10][C:11]1[O:15][N:14]=[C:13]([C:16]([O:18][CH2:19][CH3:20])=[O:17])[CH:12]=1, predict the reactants needed to synthesize it. The reactants are: C(OP(O[CH2:10][C:11]1[O:15][N:14]=[C:13]([C:16]([O:18][CH2:19][CH3:20])=[O:17])[CH:12]=1)(OCC)=O)C.[Cl:21][C:22]1[CH:27]=[CH:26][CH:25]=[CH:24][C:23]=1B(O)O.C(=O)([O-])[O-].[K+].[K+].C1(P(C2C=CC=CC=2)C2C=CC=CC=2)C=CC=CC=1. (6) Given the product [F:1][C:2]1[N:10]=[C:9]2[C:5]([NH:6][C:7]([CH2:11][C:12]3[CH:13]=[C:14]([O:20][CH3:21])[C:15]([O:18][CH3:19])=[CH:16][C:17]=3[I:30])=[N:8]2)=[C:4]([NH2:22])[N:3]=1, predict the reactants needed to synthesize it. The reactants are: [F:1][C:2]1[N:10]=[C:9]2[C:5]([NH:6][C:7]([CH2:11][C:12]3[CH:17]=[CH:16][C:15]([O:18][CH3:19])=[C:14]([O:20][CH3:21])[CH:13]=3)=[N:8]2)=[C:4]([NH2:22])[N:3]=1.C1C(=O)N([I:30])C(=O)C1.C(O)(C(F)(F)F)=O. (7) Given the product [F:42][C:41]([F:44])([F:43])[C:39]([OH:45])=[O:40].[Br:33][CH2:32][C:31]([NH:30][C:29]1[CH:28]=[CH:27][CH:26]=[C:25]([CH3:35])[C:24]=1[C:20]1[CH:21]=[CH:22][CH:23]=[C:18]([S:15]([C:13]2[CH:14]=[C:10]([C:8](=[NH:7])[NH2:9])[S:11][C:12]=2[S:36][CH3:37])(=[O:17])=[O:16])[CH:19]=1)=[O:34], predict the reactants needed to synthesize it. The reactants are: C(OC(=O)[NH:7][C:8]([C:10]1[S:11][C:12]([S:36][CH3:37])=[C:13]([S:15]([C:18]2[CH:19]=[C:20]([C:24]3[C:29]([NH:30][C:31](=[O:34])[CH2:32][Br:33])=[CH:28][CH:27]=[CH:26][C:25]=3[CH3:35])[CH:21]=[CH:22][CH:23]=2)(=[O:17])=[O:16])[CH:14]=1)=[NH:9])(C)(C)C.[C:39]([OH:45])([C:41]([F:44])([F:43])[F:42])=[O:40].C(Cl)Cl.